This data is from TCR-epitope binding with 47,182 pairs between 192 epitopes and 23,139 TCRs. The task is: Binary Classification. Given a T-cell receptor sequence (or CDR3 region) and an epitope sequence, predict whether binding occurs between them. (1) The epitope is SSNVANYQK. The TCR CDR3 sequence is CASSSISGFDLYTQYF. Result: 0 (the TCR does not bind to the epitope). (2) The epitope is TLIGDCATV. The TCR CDR3 sequence is CASSPGSINYGYTF. Result: 0 (the TCR does not bind to the epitope).